Task: Predict the reaction yield, written as a fraction of the theoretical maximum amount of product (1.0 means a 100% yield; for example, 0.34 means a 34% yield).. Dataset: Reaction yield outcomes from USPTO patents with 853,638 reactions (1) The reactants are P(Br)(Br)[Br:2].[CH3:5][O:6][C:7]1[CH:12]=[CH:11][C:10]([N:13]2[C:17]([C:18]3[CH:23]=[CH:22][C:21]([CH3:24])=[CH:20][CH:19]=3)=[CH:16][C:15]([CH2:25]O)=[N:14]2)=[CH:9][CH:8]=1.[OH-].[Na+]. The catalyst is C(Cl)Cl. The product is [Br:2][CH2:25][C:15]1[CH:16]=[C:17]([C:18]2[CH:23]=[CH:22][C:21]([CH3:24])=[CH:20][CH:19]=2)[N:13]([C:10]2[CH:11]=[CH:12][C:7]([O:6][CH3:5])=[CH:8][CH:9]=2)[N:14]=1. The yield is 0.860. (2) The reactants are Cl.[CH:2]1([O:6][C:7]2[CH:12]=[CH:11][N:10]=[C:9]([CH2:13][C:14]([OH:16])=O)[CH:8]=2)[CH2:5][CH2:4][CH2:3]1.CN(C(ON1N=NC2C=CC=NC1=2)=[N+](C)C)C.F[P-](F)(F)(F)(F)F.FC(F)(F)C(O)=O.[NH2:48][C:49]1[N:54]=[N:53][C:52]([CH2:55][CH2:56][CH2:57][CH2:58][N:59]2[CH:63]=[C:62]([C:64]([NH:66][CH3:67])=[O:65])[N:61]=[N:60]2)=[CH:51][CH:50]=1.CN1CCOCC1. The catalyst is CN(C=O)C.CO. The product is [CH:2]1([O:6][C:7]2[CH:12]=[CH:11][N:10]=[C:9]([CH2:13][C:14]([NH:48][C:49]3[N:54]=[N:53][C:52]([CH2:55][CH2:56][CH2:57][CH2:58][N:59]4[CH:63]=[C:62]([C:64]([NH:66][CH3:67])=[O:65])[N:61]=[N:60]4)=[CH:51][CH:50]=3)=[O:16])[CH:8]=2)[CH2:3][CH2:4][CH2:5]1. The yield is 0.230. (3) The reactants are [C:1]([O:4][C:5](=[O:7])[CH3:6])(=O)[CH3:2].N1C=CC=CC=1.[Cl:14][C:15]1[C:20]([F:21])=[CH:19][CH:18]=[C:17]([Cl:22])[C:16]=1C(O)C. The catalyst is C(Cl)Cl. The product is [C:5]([O:4][CH:1]([C:16]1[C:17]([Cl:22])=[CH:18][CH:19]=[C:20]([F:21])[C:15]=1[Cl:14])[CH3:2])(=[O:7])[CH3:6]. The yield is 0.856. (4) The reactants are [F:1][C:2]1[CH:7]=[CH:6][C:5]([N:8]2[C:17]3[C:12](=[N:13][CH:14]=[C:15]([CH2:18][C:19]4[CH:24]=[CH:23][C:22]([F:25])=[CH:21][CH:20]=4)[CH:16]=3)[C:11]([OH:26])=[C:10]([C:27](OCC)=[O:28])[C:9]2=[O:32])=[CH:4][CH:3]=1.[NH2:33][CH:34]([CH3:37])[CH2:35][OH:36]. No catalyst specified. The product is [F:1][C:2]1[CH:3]=[CH:4][C:5]([N:8]2[C:17]3[C:12](=[N:13][CH:14]=[C:15]([CH2:18][C:19]4[CH:24]=[CH:23][C:22]([F:25])=[CH:21][CH:20]=4)[CH:16]=3)[C:11]([OH:26])=[C:10]([C:27]([NH:33][CH:34]([CH3:37])[CH2:35][OH:36])=[O:28])[C:9]2=[O:32])=[CH:6][CH:7]=1. The yield is 0.440. (5) The reactants are [Li+].[OH-].C[O:4][C:5](=[O:20])[C:6]1[CH:11]=[CH:10][C:9]([O:12][CH2:13][C:14]2[CH:19]=[CH:18][CH:17]=[CH:16][CH:15]=2)=[CH:8][CH:7]=1.Cl. The catalyst is C1COCC1. The product is [CH2:13]([O:12][C:9]1[CH:8]=[CH:7][C:6]([C:5]([OH:20])=[O:4])=[CH:11][CH:10]=1)[C:14]1[CH:15]=[CH:16][CH:17]=[CH:18][CH:19]=1. The yield is 0.930.